From a dataset of Reaction yield outcomes from USPTO patents with 853,638 reactions. Predict the reaction yield, written as a fraction of the theoretical maximum amount of product (1.0 means a 100% yield; for example, 0.34 means a 34% yield). The reactants are [F:1][C:2]1[CH:3]=[C:4]2[C:8](=[CH:9][C:10]=1[C:11]([F:14])([F:13])[F:12])[CH2:7][N:6](C(C1C=CC=CC=1)(C1C=CC=CC=1)C1C=CC=CC=1)[CH2:5]2.CO.[F:36][C:37]([F:42])([F:41])[C:38]([OH:40])=[O:39]. The catalyst is C(Cl)(Cl)Cl. The product is [F:36][C:37]([F:42])([F:41])[C:38]([OH:40])=[O:39].[F:1][C:2]1[CH:3]=[C:4]2[C:8](=[CH:9][C:10]=1[C:11]([F:13])([F:12])[F:14])[CH2:7][NH:6][CH2:5]2. The yield is 1.00.